Dataset: Catalyst prediction with 721,799 reactions and 888 catalyst types from USPTO. Task: Predict which catalyst facilitates the given reaction. (1) Reactant: [C:1]([O:5][CH2:6][C@@H:7]([NH:16][C:17](=[O:45])[CH2:18][CH2:19][C@@H:20]([CH:39]1[CH2:44][CH2:43][CH2:42][CH2:41][CH2:40]1)[NH:21][CH2:22][C:23]1[C:28]([N+:29]([O-])=O)=[CH:27][N:26]=[C:25]([O:32][C:33]2[CH:38]=[CH:37][CH:36]=[CH:35][CH:34]=2)[CH:24]=1)[C:8]([N:10]1[CH2:15][CH2:14][O:13][CH2:12][CH2:11]1)=[O:9])([CH3:4])([CH3:3])[CH3:2]. Product: [NH2:29][C:28]1[C:23]([CH2:22][NH:21][C@H:20]([CH:39]2[CH2:40][CH2:41][CH2:42][CH2:43][CH2:44]2)[CH2:19][CH2:18][C:17]([NH:16][C@H:7]([CH2:6][O:5][C:1]([CH3:4])([CH3:3])[CH3:2])[C:8]([N:10]2[CH2:15][CH2:14][O:13][CH2:12][CH2:11]2)=[O:9])=[O:45])=[CH:24][C:25]([O:32][C:33]2[CH:38]=[CH:37][CH:36]=[CH:35][CH:34]=2)=[N:26][CH:27]=1. The catalyst class is: 19. (2) Reactant: [CH2:1]([O:3][C:4]1([O:7][Si](C)(C)C)[CH2:6][CH2:5]1)[CH3:2]. Product: [CH2:1]([O:3][C:4]1([OH:7])[CH2:6][CH2:5]1)[CH3:2].[CH3:1][O:3][C:4]1([OH:7])[CH2:6][CH2:5]1. The catalyst class is: 240. (3) Reactant: [OH-].[Na+].[F:3][C:4]1([F:16])[O:8][C:7]2[CH:9]=[CH:10][C:11]([CH2:13][C:14]#[N:15])=[CH:12][C:6]=2[O:5]1.Br[CH2:18][CH2:19]Cl. Product: [F:16][C:4]1([F:3])[O:8][C:7]2[CH:9]=[CH:10][C:11]([C:13]3([C:14]#[N:15])[CH2:19][CH2:18]3)=[CH:12][C:6]=2[O:5]1. The catalyst class is: 786. (4) Reactant: N#N.[C:3]([O:6][CH2:7][C@@H:8]1[C@@H:13]([O:14][C:15](=[O:17])[CH3:16])[C@H:12]([O:18][C:19](=[O:21])[CH3:20])[C@H:11]([O:22][C:23](=[O:25])[CH3:24])[C@@H:10]([C:26]2[CH:31]=[CH:30][CH:29]=[C:28](Br)[CH:27]=2)[O:9]1)(=[O:5])[CH3:4].[CH3:33][C:34]1[O:38][C:37]([C:39]2[CH:44]=[CH:43][C:42](B(O)O)=[CH:41][CH:40]=2)=[N:36][N:35]=1.C(=O)(O)[O-].[Na+]. Product: [C:15]([O:14][C@H:13]1[C@H:12]([O:18][C:19](=[O:21])[CH3:20])[C@H:11]([O:22][C:23](=[O:25])[CH3:24])[C@@H:10]([C:26]2[CH:27]=[C:28]([C:42]3[CH:41]=[CH:40][C:39]([C:37]4[O:38][C:34]([CH3:33])=[N:35][N:36]=4)=[CH:44][CH:43]=3)[CH:29]=[CH:30][CH:31]=2)[O:9][C@@H:8]1[CH2:7][O:6][C:3](=[O:5])[CH3:4])(=[O:17])[CH3:16]. The catalyst class is: 77. (5) Reactant: [C:1]([O:5][C:6]([N:8]([CH2:12][C:13]1[CH:14]=[C:15]([CH3:22])[CH:16]=[C:17]2[C:21]=1[NH:20][CH:19]=[CH:18]2)[CH2:9][CH2:10][OH:11])=[O:7])([CH3:4])([CH3:3])[CH3:2].C(N(CC)CC)C.[CH3:30][S:31](O[S:31]([CH3:30])(=[O:33])=[O:32])(=[O:33])=[O:32]. Product: [C:1]([O:5][C:6]([N:8]([CH2:12][C:13]1[CH:14]=[C:15]([CH3:22])[CH:16]=[C:17]2[C:21]=1[NH:20][CH:19]=[CH:18]2)[CH2:9][CH2:10][O:11][S:31]([CH3:30])(=[O:33])=[O:32])=[O:7])([CH3:4])([CH3:3])[CH3:2]. The catalyst class is: 7. (6) The catalyst class is: 143. Product: [CH3:1][O:2][C:3]([C:5]1[CH:14]=[C:13]2[C:8]([CH:9]=[CH:10][C:11]([C:15]([F:17])([F:18])[F:16])=[N:12]2)=[C:7]([O:19][S:32]([C:31]([F:44])([F:43])[F:30])(=[O:34])=[O:33])[C:6]=1[N+:20]([O-:22])=[O:21])=[O:4]. Reactant: [CH3:1][O:2][C:3]([C:5]1[CH:14]=[C:13]2[C:8]([CH:9]=[CH:10][C:11]([C:15]([F:18])([F:17])[F:16])=[N:12]2)=[C:7]([OH:19])[C:6]=1[N+:20]([O-:22])=[O:21])=[O:4].C(N(CC)CC)C.[F:30][C:31]([F:44])([F:43])[S:32](O[S:32]([C:31]([F:44])([F:43])[F:30])(=[O:34])=[O:33])(=[O:34])=[O:33]. (7) The catalyst class is: 2. Product: [Br:43][C:40]1[S:39][C:38]([NH:37][C:8](=[O:10])[CH2:7][CH2:6][C:2]2[O:1][CH:5]=[CH:4][CH:3]=2)=[N:42][CH:41]=1. Reactant: [O:1]1[CH:5]=[CH:4][CH:3]=[C:2]1[CH2:6][CH2:7][C:8]([OH:10])=O.C1(N=C=NC2CCCCC2)CCCCC1.OC1C2N=NNC=2C=CC=1.Br.[NH2:37][C:38]1[S:39][C:40]([Br:43])=[CH:41][N:42]=1. (8) Reactant: C(NC(C)C)(C)C.[Li]CCCC.[CH3:13][C:14]1[CH:23]=[CH:22][C:21]2[CH2:20][CH2:19][CH2:18][N:17]([C:24]([O:26][C:27]([CH3:30])([CH3:29])[CH3:28])=[O:25])[C:16]=2[N:15]=1.[CH2:31]([O:33][C:34](=O)[O:35]CC)[CH3:32]. Product: [C:27]([O:26][C:24]([N:17]1[C:16]2[N:15]=[C:14]([CH2:13][C:34]([O:33][CH2:31][CH3:32])=[O:35])[CH:23]=[CH:22][C:21]=2[CH2:20][CH2:19][CH2:18]1)=[O:25])([CH3:30])([CH3:29])[CH3:28]. The catalyst class is: 1. (9) Reactant: Cl[C:2]1[C:11]2[N:12]=[C:13]([CH2:27][O:28][CH2:29][CH3:30])[N:14]([CH2:15][C:16]3[O:20][N:19]=[C:18]([C:21]4[CH:26]=[CH:25][CH:24]=[CH:23][CH:22]=4)[CH:17]=3)[C:10]=2[C:9]2[CH:8]=[CH:7][CH:6]=[CH:5][C:4]=2[N:3]=1.[NH3:31].[OH-].[Na+]. Product: [CH2:29]([O:28][CH2:27][C:13]1[N:14]([CH2:15][C:16]2[O:20][N:19]=[C:18]([C:21]3[CH:26]=[CH:25][CH:24]=[CH:23][CH:22]=3)[CH:17]=2)[C:10]2[C:9]3[CH:8]=[CH:7][CH:6]=[CH:5][C:4]=3[N:3]=[C:2]([NH2:31])[C:11]=2[N:12]=1)[CH3:30]. The catalyst class is: 5.